This data is from Forward reaction prediction with 1.9M reactions from USPTO patents (1976-2016). The task is: Predict the product of the given reaction. (1) Given the reactants Br[C:2]1[N:6]([CH2:7][C:8]2[CH:13]=[CH:12][CH:11]=[CH:10][C:9]=2[Cl:14])[CH:5]=[N:4][C:3]=1[C:15]1[CH:20]=[C:19]([C:21]#[N:22])[CH:18]=[CH:17][N:16]=1.[F:23][C:24]1[CH:29]=[CH:28][C:27](B(O)O)=[CH:26][CH:25]=1.C([O-])([O-])=O.[Na+].[Na+], predict the reaction product. The product is: [Cl:14][C:9]1[CH:10]=[CH:11][CH:12]=[CH:13][C:8]=1[CH2:7][N:6]1[C:2]([C:27]2[CH:28]=[CH:29][C:24]([F:23])=[CH:25][CH:26]=2)=[C:3]([C:15]2[CH:20]=[C:19]([C:21]#[N:22])[CH:18]=[CH:17][N:16]=2)[N:4]=[CH:5]1. (2) Given the reactants [CH:1]1([CH2:4]Cl)[CH2:3][CH2:2]1.[Mg].[O:7]1[CH2:11][CH2:10][CH2:9][CH2:8]1, predict the reaction product. The product is: [CH2:2]([O:7][CH2:8][CH2:9][CH2:10][CH3:11])[CH2:3][CH2:1][CH3:4]. (3) The product is: [NH:21]1[C:22]2[C:18](=[C:17]([NH:16][C:13]3[N:14]=[CH:15][C:10]([CH2:9][OH:8])=[CH:11][C:12]=3[C:32]3[N:40]=[C:39]([CH3:41])[N:38]=[C:37]4[C:33]=3[N:34]=[CH:35][NH:36]4)[CH:25]=[CH:24][CH:23]=2)[CH:19]=[N:20]1. Given the reactants COC1C=CC(C[O:8][CH2:9][C:10]2[CH:11]=[C:12]([C:32]3[N:40]=[C:39]([CH3:41])[N:38]=[C:37]4[C:33]=3[N:34]=[CH:35][N:36]4C3CCCCO3)[C:13]([NH:16][C:17]3[C:18]4[CH:19]=[N:20][N:21](C5CCCCO5)[C:22]=4[CH:23]=[CH:24][CH:25]=3)=[N:14][CH:15]=2)=CC=1.C(O)(C(F)(F)F)=O, predict the reaction product. (4) Given the reactants [CH2:1]([O:8][C:9]1[CH:14]=[C:13]([N+:15]([O-])=O)[CH:12]=[CH:11][C:10]=1[O:18][CH3:19])[C:2]1[CH:7]=[CH:6][CH:5]=[CH:4][CH:3]=1.C(OCC)(=O)C.O.[Sn](Cl)Cl.C(=O)(O)[O-].[Na+], predict the reaction product. The product is: [CH2:1]([O:8][C:9]1[CH:14]=[C:13]([NH2:15])[CH:12]=[CH:11][C:10]=1[O:18][CH3:19])[C:2]1[CH:3]=[CH:4][CH:5]=[CH:6][CH:7]=1. (5) Given the reactants CCC(C)[BH-](C(C)CC)C(C)CC.[Li+].[Br:15][C:16]1[CH:21]=[CH:20][C:19]([N:22]2[C:30]3[C:25](=[CH:26][C:27]([O:31]C)=[CH:28][CH:29]=3)[CH:24]=[CH:23]2)=[CH:18][CH:17]=1, predict the reaction product. The product is: [Br:15][C:16]1[CH:21]=[CH:20][C:19]([N:22]2[C:30]3[C:25](=[CH:26][C:27]([OH:31])=[CH:28][CH:29]=3)[CH:24]=[CH:23]2)=[CH:18][CH:17]=1.